From a dataset of NCI-60 drug combinations with 297,098 pairs across 59 cell lines. Regression. Given two drug SMILES strings and cell line genomic features, predict the synergy score measuring deviation from expected non-interaction effect. (1) Drug 1: CN(CCCl)CCCl.Cl. Drug 2: C1CCC(C(C1)N)N.C(=O)(C(=O)[O-])[O-].[Pt+4]. Cell line: ACHN. Synergy scores: CSS=40.4, Synergy_ZIP=0.848, Synergy_Bliss=1.84, Synergy_Loewe=-4.42, Synergy_HSA=4.27. (2) Drug 1: CS(=O)(=O)C1=CC(=C(C=C1)C(=O)NC2=CC(=C(C=C2)Cl)C3=CC=CC=N3)Cl. Drug 2: COC1=C2C(=CC3=C1OC=C3)C=CC(=O)O2. Cell line: PC-3. Synergy scores: CSS=-1.32, Synergy_ZIP=0.0532, Synergy_Bliss=-3.23, Synergy_Loewe=-3.94, Synergy_HSA=-4.61. (3) Drug 1: CC1=C2C(C(=O)C3(C(CC4C(C3C(C(C2(C)C)(CC1OC(=O)C(C(C5=CC=CC=C5)NC(=O)OC(C)(C)C)O)O)OC(=O)C6=CC=CC=C6)(CO4)OC(=O)C)OC)C)OC. Drug 2: C1=C(C(=O)NC(=O)N1)N(CCCl)CCCl. Cell line: IGROV1. Synergy scores: CSS=41.4, Synergy_ZIP=-5.08, Synergy_Bliss=-5.75, Synergy_Loewe=0.612, Synergy_HSA=2.78. (4) Drug 1: C1=CC(=CC=C1CC(C(=O)O)N)N(CCCl)CCCl.Cl. Synergy scores: CSS=18.3, Synergy_ZIP=-3.04, Synergy_Bliss=2.17, Synergy_Loewe=-7.86, Synergy_HSA=0.448. Drug 2: CC1=C(C(=CC=C1)Cl)NC(=O)C2=CN=C(S2)NC3=CC(=NC(=N3)C)N4CCN(CC4)CCO. Cell line: SNB-75.